Regression. Given two drug SMILES strings and cell line genomic features, predict the synergy score measuring deviation from expected non-interaction effect. From a dataset of NCI-60 drug combinations with 297,098 pairs across 59 cell lines. (1) Drug 1: CC1=CC2C(CCC3(C2CCC3(C(=O)C)OC(=O)C)C)C4(C1=CC(=O)CC4)C. Drug 2: C1C(C(OC1N2C=NC3=C2NC=NCC3O)CO)O. Cell line: UO-31. Synergy scores: CSS=4.68, Synergy_ZIP=-3.29, Synergy_Bliss=-2.20, Synergy_Loewe=-2.62, Synergy_HSA=-1.26. (2) Drug 1: C1CCC(CC1)NC(=O)N(CCCl)N=O. Drug 2: CN1C(=O)N2C=NC(=C2N=N1)C(=O)N. Cell line: NCI-H522. Synergy scores: CSS=13.4, Synergy_ZIP=-2.87, Synergy_Bliss=5.41, Synergy_Loewe=-5.25, Synergy_HSA=0.384.